Dataset: Full USPTO retrosynthesis dataset with 1.9M reactions from patents (1976-2016). Task: Predict the reactants needed to synthesize the given product. (1) Given the product [N:12]1([C:2]2[CH:7]=[CH:6][C:5]([C:8]([F:11])([F:10])[F:9])=[CH:4][CH:3]=2)[CH2:17][CH2:16][CH2:15][CH2:14][CH2:13]1, predict the reactants needed to synthesize it. The reactants are: Cl[C:2]1[CH:7]=[CH:6][C:5]([C:8]([F:11])([F:10])[F:9])=[CH:4][CH:3]=1.[NH:12]1[CH2:17][CH2:16][CH2:15][CH2:14][CH2:13]1.CC([O-])(C)C.[Na+]. (2) Given the product [CH3:34][O:35][C:36]([C:38]1[CH:47]=[C:46]([OH:48])[C:45]2[C:40](=[C:41]([N:56]3[CH2:61][CH2:60][NH:59][CH2:58][CH2:57]3)[CH:42]=[CH:43][CH:44]=2)[N:39]=1)=[O:37], predict the reactants needed to synthesize it. The reactants are: COC(C1C=C(NS(C2C=CC(C)=CC=2)(=O)=O)C2C(=C(OCC3C=CC=CC=3)C=CC=2)N=1)=O.[CH3:34][O:35][C:36]([C:38]1[CH:47]=[C:46]([O:48]CC2C=CC=CC=2)[C:45]2[C:40](=[C:41]([N:56]3[CH2:61][CH2:60][N:59](CC4C=CC=CC=4)[CH2:58][CH2:57]3)[CH:42]=[CH:43][CH:44]=2)[N:39]=1)=[O:37]. (3) Given the product [C:45]1([N:38]([C:39]2[CH:44]=[CH:43][CH:42]=[CH:41][CH:40]=2)[C:35]2[CH:36]=[CH:37][C:32]([CH2:31][CH:20]([NH:21][S:22]([C:25]3[CH:26]=[N:27][CH:28]=[CH:29][CH:30]=3)(=[O:24])=[O:23])[C:16]3[N:15]=[C:14]([NH:13][CH2:12][C:11]([OH:58])=[O:10])[CH:19]=[CH:18][CH:17]=3)=[CH:33][CH:34]=2)[CH:46]=[CH:47][CH:48]=[CH:49][CH:50]=1, predict the reactants needed to synthesize it. The reactants are: O1CCCC1.C([O:10][C:11](=[O:58])[CH2:12][N:13](C(OC(C)(C)C)=O)[C:14]1[CH:19]=[CH:18][CH:17]=[C:16]([CH:20]([CH2:31][C:32]2[CH:37]=[CH:36][C:35]([N:38]([C:45]3[CH:50]=[CH:49][CH:48]=[CH:47][CH:46]=3)[C:39]3[CH:44]=[CH:43][CH:42]=[CH:41][CH:40]=3)=[CH:34][CH:33]=2)[NH:21][S:22]([C:25]2[CH:26]=[N:27][CH:28]=[CH:29][CH:30]=2)(=[O:24])=[O:23])[N:15]=1)(C)(C)C.Cl. (4) Given the product [Cl:1][C:2]1[CH:7]=[CH:6][C:5]([C:8]2[CH:9]=[N:10][C:11]([CH:14]3[CH2:15][CH2:16][N:17]([CH3:20])[CH2:18][CH2:19]3)=[N:12][CH:13]=2)=[CH:4][CH:3]=1, predict the reactants needed to synthesize it. The reactants are: [Cl:1][C:2]1[CH:7]=[CH:6][C:5]([C:8]2[CH:9]=[N:10][C:11]([C:14]3[CH2:15][CH2:16][N:17]([CH3:20])[CH2:18][CH:19]=3)=[N:12][CH:13]=2)=[CH:4][CH:3]=1.CO.C(O)(=O)C. (5) Given the product [N:31]1[CH:36]=[CH:35][CH:34]=[N:33][C:32]=1[NH:37][S:38]([C:41]1[CH:46]=[CH:45][C:44]([NH:47][C:48]([N:21]2[CH2:20][CH2:19][N:18]([C:17]3[C:6]4[C:5]5[C:9](=[CH:10][C:11]([O:12][CH3:13])=[C:3]([O:2][CH3:1])[CH:4]=5)[NH:8][C:7]=4[N:14]=[CH:15][N:16]=3)[CH2:23][CH2:22]2)=[S:49])=[CH:43][CH:42]=1)(=[O:40])=[O:39], predict the reactants needed to synthesize it. The reactants are: [CH3:1][O:2][C:3]1[CH:4]=[C:5]2[C:9](=[CH:10][C:11]=1[O:12][CH3:13])[NH:8][C:7]1[N:14]=[CH:15][N:16]=[C:17]([N:18]3[CH2:23][CH2:22][NH:21][CH2:20][CH2:19]3)[C:6]2=1.N1C=CC=CC=1.[Cl-].[N:31]1[CH:36]=[CH:35][CH:34]=[N:33][C:32]=1[NH:37][S:38]([C:41]1[CH:46]=[CH:45][C:44]([NH:47][CH:48]=[S:49])=[CH:43][CH:42]=1)(=[O:40])=[O:39].CO. (6) Given the product [Br:1][C:2]1[CH:3]=[C:4]2[C:9](=[CH:10][CH:11]=1)[C:8](=[O:12])[NH:7][C:6](=[O:13])/[C:5]/2=[CH:14]\[NH:26][C:22]1[CH:21]=[C:20]2[C:25](=[CH:24][CH:23]=1)[NH:17][CH2:18][CH2:19]2, predict the reactants needed to synthesize it. The reactants are: [Br:1][C:2]1[CH:3]=[C:4]2[C:9](=[CH:10][CH:11]=1)[C:8](=[O:12])[NH:7][C:6](=[O:13])[C:5]2=[CH:14]OC.[NH:17]1[C:25]2[C:20](=[CH:21][C:22]([NH2:26])=[CH:23][CH:24]=2)[CH2:19][CH2:18]1.CCN(CC)CC. (7) Given the product [CH2:15]([NH:22][CH:8]1[CH2:9][CH2:10][CH2:11][C:5]2[C:4]([O:23][CH3:24])=[CH:3][CH:14]=[CH:13][C:6]=2[CH2:7]1)[C:16]1[CH:21]=[CH:20][CH:19]=[CH:18][CH:17]=1, predict the reactants needed to synthesize it. The reactants are: CO[C:3]1[CH:14]=[CH:13][C:6]2[CH2:7][CH2:8][CH2:9][CH2:10][C:11](=O)[C:5]=2[CH:4]=1.[CH2:15]([NH2:22])[C:16]1[CH:21]=[CH:20][CH:19]=[CH:18][CH:17]=1.[OH2:23].[C:24]1(C)C=CC(S(O)(=O)=O)=CC=1. (8) Given the product [Cl:1][CH2:2][C@H:3]([C:5]1[CH:10]=[N:9][CH:8]=[CH:7][N:6]=1)[OH:4], predict the reactants needed to synthesize it. The reactants are: [Cl:1][CH2:2][C:3]([C:5]1[CH:10]=[N:9][CH:8]=[CH:7][N:6]=1)=[O:4].CCN(CC)CC.C1(C)C=CC(S(N[C@H](C2C=CC=CC=2)[C@@H](C2C=CC=CC=2)N)(=O)=O)=CC=1.CN(C=O)C.